This data is from Full USPTO retrosynthesis dataset with 1.9M reactions from patents (1976-2016). The task is: Predict the reactants needed to synthesize the given product. (1) Given the product [Br:6][C:7]1[CH:15]=[CH:14][C:10]([C:11]([O:13][CH3:17])=[O:12])=[C:9]([CH3:16])[CH:8]=1, predict the reactants needed to synthesize it. The reactants are: S(=O)(=O)(O)O.[Br:6][C:7]1[CH:15]=[CH:14][C:10]([C:11]([OH:13])=[O:12])=[C:9]([CH3:16])[CH:8]=1.[C:17](=O)([O-])O.[Na+]. (2) Given the product [Br:1][C:2]1[C:3]([Cl:10])=[CH:4][C:5]([C:8]([OH:12])=[O:9])=[N:6][CH:7]=1, predict the reactants needed to synthesize it. The reactants are: [Br:1][C:2]1[C:3]([Cl:10])=[CH:4][C:5]([CH2:8][OH:9])=[N:6][CH:7]=1.[Mn]([O-])(=O)(=O)=[O:12].[K+].C(O)(C)C. (3) Given the product [Cl:1][C:2]1[CH:7]=[C:6]([O:8][C:9]2[CH:10]=[CH:11][C:12]([Cl:15])=[CH:13][CH:14]=2)[CH:5]=[CH:4][C:3]=1[C:16]([O:25][CH2:30][C:29]#[CH:28])([CH2:23][CH3:24])[CH2:17][N:18]1[CH:22]=[N:21][CH:20]=[N:19]1, predict the reactants needed to synthesize it. The reactants are: [Cl:1][C:2]1[CH:7]=[C:6]([O:8][C:9]2[CH:14]=[CH:13][C:12]([Cl:15])=[CH:11][CH:10]=2)[CH:5]=[CH:4][C:3]=1[C:16]([OH:25])([CH2:23][CH3:24])[CH2:17][N:18]1[CH:22]=[N:21][CH:20]=[N:19]1.[H-].[Na+].[CH2:28](Br)[C:29]#[CH:30].[Cl-].[Na+]. (4) The reactants are: Cl[CH2:2][C:3]([N:5]1[C@@H:9]([C:10]#[CH:11])[CH2:8][CH2:7][C@H:6]1[C:12]#[N:13])=[O:4].[CH:14]1([NH2:20])[CH2:19][CH2:18][CH2:17][CH2:16][CH2:15]1. Given the product [CH:14]1([NH:20][CH2:2][C:3]([N:5]2[C@@H:9]([C:10]#[CH:11])[CH2:8][CH2:7][C@H:6]2[C:12]#[N:13])=[O:4])[CH2:19][CH2:18][CH2:17][CH2:16][CH2:15]1, predict the reactants needed to synthesize it. (5) The reactants are: [NH2:1][C:2]1[S:3][C:4]2[CH2:10][C:9](=O)[CH2:8][CH2:7][C:5]=2[N:6]=1.C([O-])(=O)C.[NH4+].C([BH3-])#[N:18].[Na+].Cl. Given the product [NH2:1][C:2]1[S:3][C:4]2[CH2:10][CH:9]([NH2:18])[CH2:8][CH2:7][C:5]=2[N:6]=1, predict the reactants needed to synthesize it. (6) Given the product [CH3:1][S:2]([C:5]1[CH:10]=[CH:9][CH:8]=[CH:7][C:6]=1[C:11]1[C:20]([CH:21]([OH:22])[CH3:23])=[CH:19][C:18]2[C:13](=[CH:14][CH:15]=[CH:16][N:17]=2)[N:12]=1)(=[O:3])=[O:4], predict the reactants needed to synthesize it. The reactants are: [CH3:1][S:2]([C:5]1[CH:10]=[CH:9][CH:8]=[CH:7][C:6]=1[C:11]1[C:20]([CH:21]=[O:22])=[CH:19][C:18]2[C:13](=[CH:14][CH:15]=[CH:16][N:17]=2)[N:12]=1)(=[O:4])=[O:3].[CH3:23][Mg]Br. (7) Given the product [F:1][C:2]1[CH:3]=[C:4]([CH:16]=[CH:17][CH:18]=1)[CH2:5][O:6][C:7]1[CH:12]=[CH:11][C:10]([NH2:13])=[CH:9][CH:8]=1, predict the reactants needed to synthesize it. The reactants are: [F:1][C:2]1[CH:3]=[C:4]([CH:16]=[CH:17][CH:18]=1)[CH2:5][O:6][C:7]1[CH:12]=[CH:11][C:10]([N+:13]([O-])=O)=[CH:9][CH:8]=1. (8) Given the product [Cl:11][C:12]1[C:13]([N:28]2[CH2:29][CH2:30][CH:31]([C:34]([O:36][CH3:37])=[O:35])[CH2:32][CH2:33]2)=[N:14][CH:15]=[C:16]([C:18](=[O:27])[NH:19][CH2:20][C:21](=[O:26])[CH2:22][CH2:23][CH2:24][CH3:25])[CH:17]=1, predict the reactants needed to synthesize it. The reactants are: C(Cl)(=O)C(Cl)=O.CS(C)=O.[Cl:11][C:12]1[C:13]([N:28]2[CH2:33][CH2:32][CH:31]([C:34]([O:36][CH3:37])=[O:35])[CH2:30][CH2:29]2)=[N:14][CH:15]=[C:16]([C:18](=[O:27])[NH:19][CH2:20][CH:21]([OH:26])[CH2:22][CH2:23][CH2:24][CH3:25])[CH:17]=1. (9) Given the product [CH3:1][C:2]1[CH:7]=[CH:6][CH:5]=[C:4]([CH3:8])[C:3]=1[CH2:11][C:12]([O:14][CH2:15][CH3:16])=[O:13], predict the reactants needed to synthesize it. The reactants are: [CH3:1][C:2]1[CH:7]=[CH:6][CH:5]=[C:4]([CH3:8])[C:3]=1Br.C(OCC)(=O)[CH2:11][C:12]([O:14][CH2:15][CH3:16])=[O:13].P(C(C)(C)C)(C(C)(C)C)C(C)(C)C.[H+].[B-](F)(F)(F)F.C([O-])([O-])=O.[K+].[K+].